The task is: Regression. Given two drug SMILES strings and cell line genomic features, predict the synergy score measuring deviation from expected non-interaction effect.. This data is from NCI-60 drug combinations with 297,098 pairs across 59 cell lines. Drug 1: CCN(CC)CCCC(C)NC1=C2C=C(C=CC2=NC3=C1C=CC(=C3)Cl)OC. Drug 2: CCC1(C2=C(COC1=O)C(=O)N3CC4=CC5=C(C=CC(=C5CN(C)C)O)N=C4C3=C2)O.Cl. Cell line: TK-10. Synergy scores: CSS=36.7, Synergy_ZIP=-4.75, Synergy_Bliss=2.53, Synergy_Loewe=-17.2, Synergy_HSA=5.23.